Regression. Given a peptide amino acid sequence and an MHC pseudo amino acid sequence, predict their binding affinity value. This is MHC class I binding data. From a dataset of Peptide-MHC class I binding affinity with 185,985 pairs from IEDB/IMGT. (1) The peptide sequence is VQKVNPAPK. The MHC is HLA-A26:02 with pseudo-sequence HLA-A26:02. The binding affinity (normalized) is 0.0847. (2) The peptide sequence is VCPLGLLL. The MHC is H-2-Db with pseudo-sequence H-2-Db. The binding affinity (normalized) is 0. (3) The peptide sequence is LLIHQGMHM. The MHC is HLA-A24:02 with pseudo-sequence HLA-A24:02. The binding affinity (normalized) is 0.